This data is from Catalyst prediction with 721,799 reactions and 888 catalyst types from USPTO. The task is: Predict which catalyst facilitates the given reaction. (1) Reactant: [CH3:1][C:2]1[CH:7]=[CH:6][C:5]([CH3:8])=[CH:4][C:3]=1[OH:9].CS(O[CH2:15][CH:16]1[CH2:21][CH2:20][N:19]([S:22]([CH3:25])(=[O:24])=[O:23])[CH2:18][CH2:17]1)(=O)=O.[H-].[Na+].C(=O)([O-])O.[Na+]. Product: [CH3:1][C:2]1[CH:7]=[CH:6][C:5]([CH3:8])=[CH:4][C:3]=1[O:9][CH2:15][CH:16]1[CH2:21][CH2:20][N:19]([S:22]([CH3:25])(=[O:24])=[O:23])[CH2:18][CH2:17]1. The catalyst class is: 3. (2) Reactant: C(OC(=O)[NH:10][CH2:11][C@@H:12]1[CH2:16][CH2:15][N:14]([C:17]2[C:26]3[C:21](=[CH:22][C:23]([CH3:27])=[CH:24][CH:25]=3)[N:20]=[C:19]([C:28]3[CH:33]=[CH:32][CH:31]=[CH:30][C:29]=3[OH:34])[N:18]=2)[CH2:13]1)C1C=CC=CC=1. The catalyst class is: 43. Product: [NH2:10][CH2:11][C@@H:12]1[CH2:16][CH2:15][N:14]([C:17]2[C:26]3[C:21](=[CH:22][C:23]([CH3:27])=[CH:24][CH:25]=3)[N:20]=[C:19]([C:28]3[CH:33]=[CH:32][CH:31]=[CH:30][C:29]=3[OH:34])[N:18]=2)[CH2:13]1. (3) Reactant: [CH3:1]C(C)([O-])C.[K+].[C:7]1([CH:13]2[CH2:17][CH2:16][CH2:15][C:14]2=[O:18])[CH:12]=[CH:11][CH:10]=[CH:9][CH:8]=1.IC. Product: [CH3:1][C:13]1([C:7]2[CH:12]=[CH:11][CH:10]=[CH:9][CH:8]=2)[CH2:17][CH2:16][CH2:15][C:14]1=[O:18]. The catalyst class is: 371. (4) Reactant: [S:1]1[C:5]2[CH:6]=[C:7]([NH:10][C:11]3[CH:21]=[C:20]([NH:22][CH:23]([CH3:25])[CH3:24])[C:14](C(OCC)=O)=[CH:13][N:12]=3)[CH:8]=[CH:9][C:4]=2[N:3]=[CH:2]1.CO.[C:28](O)([C:30](F)(F)F)=[O:29].[C:35](#[N:37])C. Product: [S:1]1[C:5]2[CH:6]=[C:7]([NH:10][C:11]3[CH:21]=[C:20]([NH:22][CH:23]([CH3:25])[CH3:24])[C:14]([C:28]4[O:29][CH:35]=[N:37][CH:30]=4)=[CH:13][N:12]=3)[CH:8]=[CH:9][C:4]=2[N:3]=[CH:2]1. The catalyst class is: 6. (5) Reactant: [CH3:1][C:2]([CH3:26])([CH3:25])[C@H:3]([N:8]1[CH2:12][CH2:11][N:10]([CH2:13][C:14]2[N:18]([CH3:19])[C:17]3[CH:20]=[CH:21][CH:22]=[CH:23][C:16]=3[N:15]=2)[C:9]1=[O:24])[C:4]([O:6]C)=[O:5].[Li+].[OH-]. Product: [CH3:1][C:2]([CH3:26])([CH3:25])[C@H:3]([N:8]1[CH2:12][CH2:11][N:10]([CH2:13][C:14]2[N:18]([CH3:19])[C:17]3[CH:20]=[CH:21][CH:22]=[CH:23][C:16]=3[N:15]=2)[C:9]1=[O:24])[C:4]([OH:6])=[O:5]. The catalyst class is: 30. (6) Reactant: C(O)(C(F)(F)F)=O.[NH:8]1[CH2:13][CH2:12][CH:11]([N:14]2[C:27]3[CH:26]=[CH:25][C:24]([C:28]4[NH:32][N:31]=[N:30][N:29]=4)=[CH:23][C:22]=3[O:21][C:20]3[C:15]2=[CH:16][CH:17]=[CH:18][CH:19]=3)[CH2:10][CH2:9]1.[NH:33]1[CH:37]=[CH:36][N:35]=[C:34]1[CH:38]=O.C(O[BH-](OC(=O)C)OC(=O)C)(=O)C.C[N+](C)(C)C. Product: [NH:33]1[CH:37]=[CH:36][N:35]=[C:34]1[CH2:38][N:8]1[CH2:13][CH2:12][CH:11]([N:14]2[C:27]3[CH:26]=[CH:25][C:24]([C:28]4[NH:32][N:31]=[N:30][N:29]=4)=[CH:23][C:22]=3[O:21][C:20]3[C:15]2=[CH:16][CH:17]=[CH:18][CH:19]=3)[CH2:10][CH2:9]1. The catalyst class is: 68. (7) Reactant: [NH2:1][C:2]1[C:10]2[C:9]([C:11]3[CH:16]=[CH:15][CH:14]=[C:13]([NH2:17])[CH:12]=3)=[N:8][C:7]([NH:18][CH:19]3[CH2:21][CH2:20]3)=[N:6][C:5]=2[S:4][C:3]=1[C:22]([NH2:24])=[O:23].[F:25][C:26]1[CH:31]=[CH:30][C:29]([N:32]=[C:33]=[O:34])=[CH:28][CH:27]=1. Product: [NH2:1][C:2]1[C:10]2[C:9]([C:11]3[CH:16]=[CH:15][CH:14]=[C:13]([NH:17][C:33]([NH:32][C:29]4[CH:30]=[CH:31][C:26]([F:25])=[CH:27][CH:28]=4)=[O:34])[CH:12]=3)=[N:8][C:7]([NH:18][CH:19]3[CH2:20][CH2:21]3)=[N:6][C:5]=2[S:4][C:3]=1[C:22]([NH2:24])=[O:23]. The catalyst class is: 1.